Predict the reaction yield, written as a fraction of the theoretical maximum amount of product (1.0 means a 100% yield; for example, 0.34 means a 34% yield). From a dataset of Reaction yield outcomes from USPTO patents with 853,638 reactions. (1) The reactants are C(OC([N:8]1[CH2:13][CH2:12][CH:11]([O:14][C:15]2[CH:20]=[CH:19][C:18]([N:21]3[C:25]([C:26](=[O:34])[NH:27][CH:28]4[CH2:33][CH2:32][CH2:31][CH2:30][CH2:29]4)=[CH:24][C:23]([CH3:35])=[N:22]3)=[CH:17][CH:16]=2)[CH2:10][CH2:9]1)=O)(C)(C)C.FC(F)(F)C(O)=O. The catalyst is C(Cl)Cl. The product is [CH:28]1([NH:27][C:26]([C:25]2[N:21]([C:18]3[CH:17]=[CH:16][C:15]([O:14][CH:11]4[CH2:10][CH2:9][NH:8][CH2:13][CH2:12]4)=[CH:20][CH:19]=3)[N:22]=[C:23]([CH3:35])[CH:24]=2)=[O:34])[CH2:29][CH2:30][CH2:31][CH2:32][CH2:33]1. The yield is 1.00. (2) The reactants are [Cl:1][C:2]1[CH:10]=[C:9]2[C:5]([C:6]([C:11]([O:13]C)=[O:12])=[CH:7][NH:8]2)=[CH:4][C:3]=1[C:15]1[CH:20]=[CH:19][C:18]([O:21][CH3:22])=[CH:17][C:16]=1[F:23].[OH-].[Na+].Cl.C(Cl)Cl. The catalyst is CO.C(OCC)(=O)C. The product is [Cl:1][C:2]1[CH:10]=[C:9]2[C:5]([C:6]([C:11]([OH:13])=[O:12])=[CH:7][NH:8]2)=[CH:4][C:3]=1[C:15]1[CH:20]=[CH:19][C:18]([O:21][CH3:22])=[CH:17][C:16]=1[F:23]. The yield is 0.270.